Dataset: Forward reaction prediction with 1.9M reactions from USPTO patents (1976-2016). Task: Predict the product of the given reaction. (1) Given the reactants [Cl:1][C:2]1[N:7]=[CH:6][C:5]([NH2:8])=[CH:4][CH:3]=1.CCN(CC)CC.[CH3:16][C:17]([O:20][C:21](O[C:21]([O:20][C:17]([CH3:19])([CH3:18])[CH3:16])=[O:22])=[O:22])([CH3:19])[CH3:18], predict the reaction product. The product is: [Cl:1][C:2]1[N:7]=[CH:6][C:5]([NH:8][C:21](=[O:22])[O:20][C:17]([CH3:19])([CH3:18])[CH3:16])=[CH:4][CH:3]=1. (2) Given the reactants S(O)(O)(=O)=O.[NH2:6][C:7]1[NH:8][CH:9]=[CH:10][N:11]=1.[CH:12](=O)[C:13]1[CH:18]=[CH:17][CH:16]=[CH:15][CH:14]=1.C(N(CC)CC)C, predict the reaction product. The product is: [NH:8]1[CH:9]=[CH:10][N:11]=[C:7]1/[N:6]=[CH:12]/[C:13]1[CH:18]=[CH:17][CH:16]=[CH:15][CH:14]=1. (3) Given the reactants [C:1]([O:5][C:6](=[O:35])[N:7]([C@H:9]([C:11](=[O:34])[NH:12][C@@H:13]([CH:28]1[CH2:33][CH2:32][CH2:31][CH2:30][CH2:29]1)[C:14]([N:16]1[CH2:20][CH2:19][CH2:18][C@H:17]1[C:21]1[CH:22]=[N:23][CH:24]=[C:25](Br)[CH:26]=1)=[O:15])[CH3:10])[CH3:8])([CH3:4])([CH3:3])[CH3:2].[C:36]([C:39]1[CH:40]=[C:41](B(O)O)[CH:42]=[CH:43][C:44]=1[F:45])([OH:38])=[O:37].C(=O)([O-])[O-].[Na+].[Na+], predict the reaction product. The product is: [C:1]([O:5][C:6]([N:7]([CH3:8])[C@@H:9]([CH3:10])[C:11]([NH:12][C@@H:13]([CH:28]1[CH2:33][CH2:32][CH2:31][CH2:30][CH2:29]1)[C:14]([N:16]1[CH2:20][CH2:19][CH2:18][C@H:17]1[C:21]1[CH:26]=[C:25]([C:41]2[CH:42]=[CH:43][C:44]([F:45])=[C:39]([CH:40]=2)[C:36]([OH:38])=[O:37])[CH:24]=[N:23][CH:22]=1)=[O:15])=[O:34])=[O:35])([CH3:4])([CH3:3])[CH3:2].